Dataset: Reaction yield outcomes from USPTO patents with 853,638 reactions. Task: Predict the reaction yield, written as a fraction of the theoretical maximum amount of product (1.0 means a 100% yield; for example, 0.34 means a 34% yield). (1) The reactants are [F:1][C:2]1[CH:3]=[C:4]2[C:9](=[C:10]([NH2:12])[CH:11]=1)[N:8]=[CH:7][CH:6]=[CH:5]2.[N:13]1[CH:18]=[CH:17][CH:16]=[C:15]([S:19](Cl)(=[O:21])=[O:20])[CH:14]=1. The catalyst is CN(C1C=CN=CC=1)C. The product is [F:1][C:2]1[CH:3]=[C:4]2[C:9](=[C:10]([NH:12][S:19]([C:15]3[CH:14]=[N:13][CH:18]=[CH:17][CH:16]=3)(=[O:21])=[O:20])[CH:11]=1)[N:8]=[CH:7][CH:6]=[CH:5]2. The yield is 0.320. (2) The reactants are [C:1]1([C:7]2[CH:12]=[CH:11][C:10]([Mg]Br)=[CH:9][CH:8]=2)[CH:6]=[CH:5][CH:4]=[CH:3][CH:2]=1.[C:15](=[S:17])=[S:16].[CH2:18](Br)[C:19]1[CH:24]=[CH:23][CH:22]=[CH:21][CH:20]=1. The catalyst is O1CCCC1. The product is [C:1]1([C:7]2[CH:12]=[CH:11][C:10]([C:15]([S:17][CH2:18][C:19]3[CH:24]=[CH:23][CH:22]=[CH:21][CH:20]=3)=[S:16])=[CH:9][CH:8]=2)[CH:6]=[CH:5][CH:4]=[CH:3][CH:2]=1. The yield is 0.870. (3) The reactants are Br[C:2]1[CH:7]=[CH:6][C:5]([C:8]2[N:12]=[CH:11][N:10]([C:13]3[CH:18]=[CH:17][C:16]([O:19][C:20]([F:23])([F:22])[F:21])=[CH:15][CH:14]=3)[N:9]=2)=[CH:4][CH:3]=1.[C:24]([O:28][C:29]([NH:31][CH2:32][CH2:33][B-](F)(F)F)=[O:30])([CH3:27])([CH3:26])[CH3:25].[K+].C(=O)([O-])[O-].[Cs+].[Cs+].C1(P(C2CCCCC2)C2C=CC=CC=2C2C(OC(C)C)=CC=CC=2OC(C)C)CCCCC1. The catalyst is C1(C)C=CC=CC=1.O.C(OCC)C.C([O-])(=O)C.[Pd+2].C([O-])(=O)C. The product is [F:21][C:20]([F:23])([F:22])[O:19][C:16]1[CH:17]=[CH:18][C:13]([N:10]2[CH:11]=[N:12][C:8]([C:5]3[CH:6]=[CH:7][C:2]([CH2:33][CH2:32][NH:31][C:29](=[O:30])[O:28][C:24]([CH3:27])([CH3:26])[CH3:25])=[CH:3][CH:4]=3)=[N:9]2)=[CH:14][CH:15]=1. The yield is 0.630. (4) The reactants are Cl.[CH3:2][CH:3]([O:5][C:6]1[CH:11]=[CH:10][C:9]([C:12]2[C:16]([CH:17]=[O:18])=[CH:15][NH:14][N:13]=2)=[CH:8][CH:7]=1)[CH3:4].[C:19]([O-])([O-])=O.[K+].[K+].CI.O. The catalyst is C(#N)C. The product is [CH:3]([O:5][C:6]1[CH:11]=[CH:10][C:9]([C:12]2[N:13]([CH3:19])[N:14]=[CH:15][C:16]=2[CH:17]=[O:18])=[CH:8][CH:7]=1)([CH3:2])[CH3:4]. The yield is 0.210. (5) The reactants are [CH2:1]([O:3][C:4](=[O:13])[CH2:5][NH:6][C:7]1[CH:12]=[CH:11][CH:10]=[CH:9][CH:8]=1)[CH3:2].C([O-])([O-])=O.[K+].[K+].Br.[Br:21][C:22]1[CH:23]=[C:24]([CH2:29]Br)[C:25]([NH2:28])=[N:26][CH:27]=1.O. The catalyst is CN(C=O)C. The product is [NH2:28][C:25]1[C:24]([CH2:29][N:6]([C:7]2[CH:12]=[CH:11][CH:10]=[CH:9][CH:8]=2)[CH2:5][C:4]([O:3][CH2:1][CH3:2])=[O:13])=[CH:23][C:22]([Br:21])=[CH:27][N:26]=1. The yield is 0.340.